This data is from Full USPTO retrosynthesis dataset with 1.9M reactions from patents (1976-2016). The task is: Predict the reactants needed to synthesize the given product. (1) The reactants are: [Br:1][C:2]1[CH:3]=[C:4]([C:8]2[C:16]([C:17]3[C:22]([F:23])=[CH:21][N:20]=[C:19](Cl)[N:18]=3)=[C:11]3[CH:12]=[CH:13][CH:14]=[CH:15][N:10]3[N:9]=2)[CH:5]=[CH:6][CH:7]=1.[F:25][C:26]1[CH:27]=[C:28]([CH:30]=[CH:31][CH:32]=1)[NH2:29].Cl.O1CCOCC1. Given the product [Br:1][C:2]1[CH:3]=[C:4]([C:8]2[C:16]([C:17]3[C:22]([F:23])=[CH:21][N:20]=[C:19]([NH:29][C:28]4[CH:30]=[CH:31][CH:32]=[C:26]([F:25])[CH:27]=4)[N:18]=3)=[C:11]3[CH:12]=[CH:13][CH:14]=[CH:15][N:10]3[N:9]=2)[CH:5]=[CH:6][CH:7]=1, predict the reactants needed to synthesize it. (2) Given the product [CH3:8]/[C:7](/[CH2:6][CH2:5][CH:4]=[C:2]([CH3:3])[CH3:1])=[CH:9]\[CH:10]=[O:11], predict the reactants needed to synthesize it. The reactants are: [CH3:1][C:2](=[CH:4][CH2:5][CH2:6]/[C:7](=[CH:9]/[CH2:10][OH:11])/[CH3:8])[CH3:3].C(Cl)Cl.C1COCC1.CC(OI1(OC(C)=O)(OC(C)=O)OC(=O)C2C=CC=CC1=2)=O. (3) Given the product [CH3:1][C:2]1[O:6][C:5]([C:7]2[CH:8]=[CH:9][CH:10]=[CH:11][CH:12]=2)=[N:4][C:3]=1/[CH:13]=[CH:14]/[C:15]1[CH:16]=[CH:17][C:18]([CH2:21][O:22][C:24]2[CH:29]=[CH:28][CH:27]=[CH:26][C:25]=2[CH2:30][C:31]([O:33][CH3:34])=[O:32])=[CH:19][CH:20]=1, predict the reactants needed to synthesize it. The reactants are: [CH3:1][C:2]1[O:6][C:5]([C:7]2[CH:12]=[CH:11][CH:10]=[CH:9][CH:8]=2)=[N:4][C:3]=1/[CH:13]=[CH:14]/[C:15]1[CH:20]=[CH:19][C:18]([CH2:21][OH:22])=[CH:17][CH:16]=1.O[C:24]1[CH:29]=[CH:28][CH:27]=[CH:26][C:25]=1[CH2:30][C:31]([O:33][CH3:34])=[O:32].C1(P(C2C=CC=CC=2)C2C=CC=CC=2)C=CC=CC=1.N(C(OCC)=O)=NC(OCC)=O. (4) Given the product [O:10]=[C:1]1[C@@H:2]([O:3][C:11](=[O:15])[CH:12]([CH3:14])[CH3:13])[C@H:4]([O:5][C:11](=[O:15])[CH:12]([CH3:14])[CH3:13])[C:6](=[O:8])[O:9]1, predict the reactants needed to synthesize it. The reactants are: [C:1]([OH:10])(=[O:9])[C@H:2]([C@@H:4]([C:6]([OH:8])=O)[OH:5])[OH:3].[C:11](Cl)(=[O:15])[CH:12]([CH3:14])[CH3:13].